This data is from Reaction yield outcomes from USPTO patents with 853,638 reactions. The task is: Predict the reaction yield, written as a fraction of the theoretical maximum amount of product (1.0 means a 100% yield; for example, 0.34 means a 34% yield). (1) The reactants are [CH2:1]([NH:6][CH2:7][C:8]([OH:10])=[O:9])[CH:2]=[C:3](C)[CH3:4].C/C=C\C. The catalyst is Cl[Ru](=C1N(C2C(C)=CC(C)=CC=2C)CCN1C1C(C)=CC(C)=CC=1C)(Cl)(=CC1C=CC=CC=1)[P](C1CCCCC1)(C1CCCCC1)C1CCCCC1.C(Cl)Cl. The product is [CH2:1]([NH:6][CH2:7][C:8]([OH:10])=[O:9])[CH:2]=[CH:3][CH3:4]. The yield is 0.840. (2) The reactants are [C:1](=[O:8])([S:6][CH3:7])[O:2][CH:3](Cl)[CH3:4].[C:9]([OH:14])(=[O:13])[CH:10]([CH3:12])[CH3:11].C(N(C(C)C)CC)(C)C. The catalyst is CCOCC. The product is [C:1](=[O:8])([S:6][CH3:7])[O:2][CH:3]([O:14][C:9](=[O:13])[CH:10]([CH3:12])[CH3:11])[CH3:4]. The yield is 0.970. (3) The reactants are CC[N:3](C1C=CC=CC=1)CC.[C:12]1([CH3:22])[CH:17]=[CH:16][C:15]([S:18](Cl)(=[O:20])=[O:19])=[CH:14][CH:13]=1. The catalyst is C1COCC1. The product is [CH3:22][C:12]1[CH:17]=[CH:16][C:15]([S:18]([NH2:3])(=[O:20])=[O:19])=[CH:14][CH:13]=1. The yield is 0.930. (4) The reactants are [NH2:1][C:2]1[CH:7]=[C:6]([C:8]2[C:16]3[C:15]([NH:17][C@H:18]([C:20]4[N:25]([C:26]5[CH:31]=[CH:30][CH:29]=[CH:28][CH:27]=5)[C:24](=[O:32])[C:23]5=[C:33]([CH3:36])[CH:34]=[CH:35][N:22]5[N:21]=4)[CH3:19])=[N:14][CH:13]=[N:12][C:11]=3[N:10]([CH2:37][O:38][CH2:39][CH2:40][Si:41]([CH3:44])([CH3:43])[CH3:42])[CH:9]=2)[CH:5]=[CH:4][N:3]=1.[O:45]1[CH2:50][CH2:49][CH:48]([CH2:51][S:52](Cl)(=[O:54])=[O:53])[CH2:47][CH2:46]1.C(N(CC)CC)C. The catalyst is N1C=CC=CC=1. The product is [CH3:36][C:33]1[CH:34]=[CH:35][N:22]2[C:23]=1[C:24](=[O:32])[N:25]([C:26]1[CH:27]=[CH:28][CH:29]=[CH:30][CH:31]=1)[C:20]([C@@H:18]([NH:17][C:15]1[C:16]3[C:8]([C:6]4[CH:5]=[CH:4][N:3]=[C:2]([NH:1][S:52]([CH2:51][CH:48]5[CH2:49][CH2:50][O:45][CH2:46][CH2:47]5)(=[O:54])=[O:53])[CH:7]=4)=[CH:9][N:10]([CH2:37][O:38][CH2:39][CH2:40][Si:41]([CH3:42])([CH3:44])[CH3:43])[C:11]=3[N:12]=[CH:13][N:14]=1)[CH3:19])=[N:21]2. The yield is 0.530. (5) The reactants are C(OC(=O)C)(=[O:3])C.[CH2:8]([O:15][C:16]1[CH:17]=[CH:18][C:19]([CH3:23])=[N+:20]([O-])[CH:21]=1)[C:9]1[CH:14]=[CH:13][CH:12]=[CH:11][CH:10]=1. No catalyst specified. The product is [CH2:8]([O:15][C:16]1[CH:17]=[CH:18][C:19]([CH2:23][OH:3])=[N:20][CH:21]=1)[C:9]1[CH:14]=[CH:13][CH:12]=[CH:11][CH:10]=1. The yield is 0.540. (6) The reactants are [H-].[Na+].[NH2:3][C:4]1[CH:9]=[CH:8][CH:7]=[CH:6][C:5]=1[S:10]([CH:13]([CH3:15])[CH3:14])(=[O:12])=[O:11].[Cl:16][C:17]1[N:22]=[C:21](Cl)[C:20]([CH3:24])=[CH:19][N:18]=1. The catalyst is CN(C=O)C. The product is [Cl:16][C:17]1[N:22]=[C:21]([NH:3][C:4]2[CH:9]=[CH:8][CH:7]=[CH:6][C:5]=2[S:10]([CH:13]([CH3:15])[CH3:14])(=[O:12])=[O:11])[C:20]([CH3:24])=[CH:19][N:18]=1. The yield is 0.240. (7) The reactants are [C:1](Cl)(=[O:4])[CH2:2][CH3:3].N1C=CC=CC=1.[Cl:12][C:13]1[N:18]=[C:17]([N:19]2[C:23]([CH3:24])=[CH:22][C:21]([CH3:25])=[N:20]2)[N:16]=[C:15]([NH2:26])[CH:14]=1.C(=O)(O)[O-].[Na+]. The catalyst is CN(C=O)C. The product is [Cl:12][C:13]1[N:18]=[C:17]([N:19]2[C:23]([CH3:24])=[CH:22][C:21]([CH3:25])=[N:20]2)[N:16]=[C:15]([NH:26][C:1](=[O:4])[CH2:2][CH3:3])[CH:14]=1. The yield is 0.750. (8) The reactants are [F:1][C:2]([F:98])([F:97])[C:3]1[CH:4]=[C:5]([CH:90]=[C:91]([C:93]([F:96])([F:95])[F:94])[CH:92]=1)[C:6]([N:8]1[CH2:12][C@@:11]([CH2:20][CH2:21][N:22]2[CH2:27][CH2:26][C:25]3([C:35]4[C:30](=[CH:31][CH:32]=[CH:33][CH:34]=4)[CH2:29][C@@H:28]3[O:36][CH2:37][C:38]([N:40]([CH3:89])[CH2:41][CH2:42][CH2:43][N:44]([CH3:88])[C:45]([C:47]3[CH:52]=[CH:51][C:50]([NH:53][CH2:54][CH2:55][CH2:56][CH2:57][CH2:58][C:59]([N:61]([CH3:86])[CH2:62][CH2:63][N:64]4[CH2:69][CH2:68][CH:67]([N:70]([C:74]5[CH:79]=[CH:78][CH:77]=[CH:76][C:75]=5[C:80]5[CH:85]=[CH:84][CH:83]=[CH:82][CH:81]=5)[C:71](=[O:73])[O-:72])[CH2:66][CH2:65]4)=[O:60])=[C:49]([F:87])[CH:48]=3)=[O:46])=[O:39])[CH2:24][CH2:23]2)([C:13]2[CH:18]=[CH:17][C:16]([F:19])=[CH:15][CH:14]=2)[O:10][CH2:9]1)=[O:7].[ClH:99].O1CCOCC1. The catalyst is CO. The product is [ClH:99].[ClH:99].[ClH:99].[F:98][C:2]([F:1])([F:97])[C:3]1[CH:4]=[C:5]([CH:90]=[C:91]([C:93]([F:94])([F:95])[F:96])[CH:92]=1)[C:6]([N:8]1[CH2:12][C@@:11]([CH2:20][CH2:21][N:22]2[CH2:27][CH2:26][C:25]3([C:35]4[C:30](=[CH:31][CH:32]=[CH:33][CH:34]=4)[CH2:29][C@@H:28]3[O:36][CH2:37][C:38]([N:40]([CH3:89])[CH2:41][CH2:42][CH2:43][N:44]([CH3:88])[C:45]([C:47]3[CH:52]=[CH:51][C:50]([NH:53][CH2:54][CH2:55][CH2:56][CH2:57][CH2:58][C:59]([N:61]([CH3:86])[CH2:62][CH2:63][N:64]4[CH2:65][CH2:66][CH:67]([N:70]([C:74]5[CH:79]=[CH:78][CH:77]=[CH:76][C:75]=5[C:80]5[CH:81]=[CH:82][CH:83]=[CH:84][CH:85]=5)[C:71](=[O:72])[OH:73])[CH2:68][CH2:69]4)=[O:60])=[C:49]([F:87])[CH:48]=3)=[O:46])=[O:39])[CH2:24][CH2:23]2)([C:13]2[CH:14]=[CH:15][C:16]([F:19])=[CH:17][CH:18]=2)[O:10][CH2:9]1)=[O:7]. The yield is 0.800.